Regression. Given a peptide amino acid sequence and an MHC pseudo amino acid sequence, predict their binding affinity value. This is MHC class II binding data. From a dataset of Peptide-MHC class II binding affinity with 134,281 pairs from IEDB. (1) The peptide sequence is KIERWFVRNPFFAVT. The MHC is HLA-DQA10501-DQB10402 with pseudo-sequence HLA-DQA10501-DQB10402. The binding affinity (normalized) is 0.666. (2) The peptide sequence is NGDGDVVAVDIKEKG. The MHC is DRB4_0101 with pseudo-sequence DRB4_0103. The binding affinity (normalized) is 0.0207.